Dataset: Forward reaction prediction with 1.9M reactions from USPTO patents (1976-2016). Task: Predict the product of the given reaction. (1) Given the reactants [Br:1][C:2]1[CH:15]=[C:14]2[C:5]([O:6][C:7]3[CH:8]=[C:9]([O:18][CH2:19][C:20]([F:23])([F:22])[F:21])[C:10]([F:17])=[CH:11][C:12]=3[C:13]2=O)=[CH:4][CH:3]=1.[CH3:24][Mg]Br.C(OCC)C.[Cl-].[NH4+], predict the reaction product. The product is: [Br:1][C:2]1[CH:15]=[C:14]2[C:5]([O:6][C:7]3[CH:8]=[C:9]([O:18][CH2:19][C:20]([F:22])([F:23])[F:21])[C:10]([F:17])=[CH:11][C:12]=3[C:13]2=[CH2:24])=[CH:4][CH:3]=1. (2) Given the reactants [C:1]([S:20][CH2:21][CH2:22][O:23][CH2:24][CH2:25][OH:26])([C:14]1[CH:19]=[CH:18][CH:17]=[CH:16][CH:15]=1)([C:8]1[CH:13]=[CH:12][CH:11]=[CH:10][CH:9]=1)[C:2]1[CH:7]=[CH:6][CH:5]=[CH:4][CH:3]=1.[C:27]1([CH3:37])[CH:32]=[CH:31][C:30]([S:33](Cl)(=[O:35])=[O:34])=[CH:29][CH:28]=1.N1C=CC=CC=1, predict the reaction product. The product is: [C:1]([S:20][CH2:21][CH2:22][O:23][CH2:24][CH2:25][O:26][S:33]([C:30]1[CH:31]=[CH:32][C:27]([CH3:37])=[CH:28][CH:29]=1)(=[O:35])=[O:34])([C:8]1[CH:13]=[CH:12][CH:11]=[CH:10][CH:9]=1)([C:14]1[CH:15]=[CH:16][CH:17]=[CH:18][CH:19]=1)[C:2]1[CH:3]=[CH:4][CH:5]=[CH:6][CH:7]=1. (3) Given the reactants [CH3:1][O:2][C:3](=[O:16])[C:4]1[C:9]([CH2:10][C:11]([O:13][CH3:14])=[O:12])=[CH:8][CH:7]=[CH:6][C:5]=1[OH:15].[S:17](O[S:17]([C:20]([F:23])([F:22])[F:21])(=[O:19])=[O:18])([C:20]([F:23])([F:22])[F:21])(=[O:19])=[O:18].N1C=CC=CC=1, predict the reaction product. The product is: [CH3:1][O:2][C:3](=[O:16])[C:4]1[C:5]([O:15][S:17]([C:20]([F:23])([F:22])[F:21])(=[O:19])=[O:18])=[CH:6][CH:7]=[CH:8][C:9]=1[CH2:10][C:11]([O:13][CH3:14])=[O:12]. (4) Given the reactants [NH:1]1[C:9]2[C:4](=CC=CC=2)[CH:3]=[CH:2]1.C([N:17]1[C:29]2[C:28]([OH:30])=[C:27]3[N:31](C(OC(C)(C)C)=O)[C:32]4[CH:33]=[CH:34][C:35]([Cl:38])=[CH:36][C:37]=4[C:26]3=[CH:25][C:24]=2[C:23]2[C:18]1=[CH:19][CH:20]=[C:21]([Cl:46])[CH:22]=2)(OC(C)(C)C)=O.O[C@H]1CCN(C(OC(C)(C)C)=O)C1, predict the reaction product. The product is: [Cl:38][C:35]1[CH:36]=[C:37]2[C:32](=[CH:33][CH:34]=1)[NH:31][C:27]1[C:28]([O:30][C@H:3]3[CH2:4][CH2:9][NH:1][CH2:2]3)=[C:29]3[NH:17][C:18]4[CH:19]=[CH:20][C:21]([Cl:46])=[CH:22][C:23]=4[C:24]3=[CH:25][C:26]2=1. (5) Given the reactants [CH2:1]([O:8][C:9]([N:11]1[CH2:16][C@H:15]([O:17][CH2:18][C:19]2[CH:20]=[CH:21][C:22]3[O:27][CH2:26][CH2:25][N:24]([CH2:28][CH2:29][CH2:30][O:31][CH3:32])[C:23]=3[CH:33]=2)[C@@H:14]([C:34]2[CH:39]=[CH:38][C:37]([O:40][CH3:41])=[CH:36][CH:35]=2)[C@H:13]([O:42][CH2:43][C@@H:44](OS(C)(=O)=O)[CH3:45])[CH2:12]1)=[O:10])[C:2]1[CH:7]=[CH:6][CH:5]=[CH:4][CH:3]=1.[CH2:51]([NH2:53])[CH3:52], predict the reaction product. The product is: [CH2:1]([O:8][C:9]([N:11]1[CH2:16][C@H:15]([O:17][CH2:18][C:19]2[CH:20]=[CH:21][C:22]3[O:27][CH2:26][CH2:25][N:24]([CH2:28][CH2:29][CH2:30][O:31][CH3:32])[C:23]=3[CH:33]=2)[C@@H:14]([C:34]2[CH:39]=[CH:38][C:37]([O:40][CH3:41])=[CH:36][CH:35]=2)[C@H:13]([O:42][CH2:43][C@H:44]([NH:53][CH2:51][CH3:52])[CH3:45])[CH2:12]1)=[O:10])[C:2]1[CH:7]=[CH:6][CH:5]=[CH:4][CH:3]=1. (6) Given the reactants [Cl:1][C:2]1[C:7]([Cl:8])=[CH:6][CH:5]=[CH:4][C:3]=1B(O)O.Cl[C:13]1[N:18]=[C:17]([NH2:19])[N:16]=[C:15]([NH:20][CH2:21][C:22]([F:25])([F:24])[F:23])[CH:14]=1, predict the reaction product. The product is: [Cl:1][C:2]1[C:7]([Cl:8])=[CH:6][CH:5]=[CH:4][C:3]=1[C:13]1[N:18]=[C:17]([NH2:19])[N:16]=[C:15]([NH:20][CH2:21][C:22]([F:25])([F:24])[F:23])[CH:14]=1. (7) Given the reactants [O:1]=[C:2]1[CH2:7][CH2:6][CH:5]([CH2:8][NH:9][C:10](=[O:16])[O:11][C:12]([CH3:15])([CH3:14])[CH3:13])[CH2:4][CH2:3]1.[CH3:17][Li].[NH4+].[Cl-], predict the reaction product. The product is: [OH:1][C:2]1([CH3:17])[CH2:3][CH2:4][CH:5]([CH2:8][NH:9][C:10](=[O:16])[O:11][C:12]([CH3:13])([CH3:15])[CH3:14])[CH2:6][CH2:7]1. (8) Given the reactants [CH3:1][C:2]([N:7]1[C:12](=[O:13])[N:11]([C:14]2[CH:19]=[CH:18][CH:17]=[CH:16][CH:15]=2)[CH2:10][O:9][CH2:8]1)([CH3:6])[C:3](Cl)=[O:4].[NH2:20][C:21]1[CH:26]=[C:25]([Cl:27])[CH:24]=[C:23]([Cl:28])[N:22]=1.O1CCCC1.[H-].[Na+], predict the reaction product. The product is: [Cl:27][C:25]1[CH:24]=[C:23]([Cl:28])[N:22]=[C:21]([NH:20][C:3](=[O:4])[C:2]([CH3:6])([N:7]2[C:12](=[O:13])[N:11]([C:14]3[CH:19]=[CH:18][CH:17]=[CH:16][CH:15]=3)[CH2:10][O:9][CH2:8]2)[CH3:1])[CH:26]=1. (9) Given the reactants [F:1][C:2]([F:15])([F:14])[S:3]([O:6]S(C(F)(F)F)(=O)=O)(=[O:5])=[O:4].N1C=CC=CC=1.O[C:23]1[CH:32]=[C:31]2[C:26]([C:27](=[O:34])[C:28]([CH3:33])=[CH:29][O:30]2)=[CH:25][CH:24]=1, predict the reaction product. The product is: [F:1][C:2]([F:15])([F:14])[S:3]([O:6][C:23]1[CH:32]=[C:31]2[C:26]([C:27](=[O:34])[C:28]([CH3:33])=[CH:29][O:30]2)=[CH:25][CH:24]=1)(=[O:5])=[O:4]. (10) Given the reactants CCCC[N+](CCCC)(CCCC)CCCC.[F-].[CH2:19]([O:26][C:27]1[CH:32]=[CH:31][C:30]([N:33]([C:53]2[CH:58]=[CH:57][CH:56]=[CH:55][CH:54]=2)[C:34]([C:36]2[C:44]3[C:39](=[CH:40][CH:41]=[CH:42][CH:43]=3)[N:38](COCC[Si](C)(C)C)[CH:37]=2)=[O:35])=[CH:29][CH:28]=1)[C:20]1[CH:25]=[CH:24][CH:23]=[CH:22][CH:21]=1.C(N)CN, predict the reaction product. The product is: [CH2:19]([O:26][C:27]1[CH:28]=[CH:29][C:30]([N:33]([C:53]2[CH:58]=[CH:57][CH:56]=[CH:55][CH:54]=2)[C:34]([C:36]2[C:44]3[C:39](=[CH:40][CH:41]=[CH:42][CH:43]=3)[NH:38][CH:37]=2)=[O:35])=[CH:31][CH:32]=1)[C:20]1[CH:21]=[CH:22][CH:23]=[CH:24][CH:25]=1.